Dataset: Full USPTO retrosynthesis dataset with 1.9M reactions from patents (1976-2016). Task: Predict the reactants needed to synthesize the given product. (1) Given the product [Cl:3][C:4]1[CH:13]=[C:12]2[C:7]([CH:8]=[C:9]([C:14]([OH:18])=[O:15])[N:10]=[CH:11]2)=[CH:6][CH:5]=1, predict the reactants needed to synthesize it. The reactants are: [OH-].[Na+].[Cl:3][C:4]1[CH:13]=[C:12]2[C:7]([CH:8]=[C:9]([CH:14]=[O:15])[N:10]=[CH:11]2)=[CH:6][CH:5]=1.CC[OH:18].Cl. (2) Given the product [NH2:22][C:21]1[CH:20]=[CH:19][C:18]([CH3:17])=[C:24]([C:2]2[CH:7]=[C:6]([N:8]3[CH2:13][CH2:12][O:11][CH2:10][CH2:9]3)[N:5]=[C:4]([N:14]([CH3:16])[CH3:15])[N:3]=2)[CH:23]=1, predict the reactants needed to synthesize it. The reactants are: Cl[C:2]1[CH:7]=[C:6]([N:8]2[CH2:13][CH2:12][O:11][CH2:10][CH2:9]2)[N:5]=[C:4]([N:14]([CH3:16])[CH3:15])[N:3]=1.[CH3:17][C:18]1[CH:24]=[CH:23][C:21]([NH2:22])=[CH:20][C:19]=1B1OC(C)(C)C(C)(C)O1.C(=O)([O-])[O-].[Na+].[Na+]. (3) Given the product [ClH:45].[ClH:45].[O:44]=[C:14]([N:11]1[CH2:10][CH2:9][NH:8][CH2:13][CH2:12]1)[CH2:15][NH:16][C:17]([C:19]1[CH:43]=[CH:42][C:22]2[N:23]([CH3:41])[C:24]([NH:26][C:27]3[S:28][C:29]4[CH:35]=[C:34]([O:36][C:37]([F:40])([F:39])[F:38])[CH:33]=[CH:32][C:30]=4[N:31]=3)=[N:25][C:21]=2[CH:20]=1)=[O:18], predict the reactants needed to synthesize it. The reactants are: C(OC([N:8]1[CH2:13][CH2:12][N:11]([C:14](=[O:44])[CH2:15][NH:16][C:17]([C:19]2[CH:43]=[CH:42][C:22]3[N:23]([CH3:41])[C:24]([NH:26][C:27]4[S:28][C:29]5[CH:35]=[C:34]([O:36][C:37]([F:40])([F:39])[F:38])[CH:33]=[CH:32][C:30]=5[N:31]=4)=[N:25][C:21]=3[CH:20]=2)=[O:18])[CH2:10][CH2:9]1)=O)(C)(C)C.[ClH:45].